Dataset: Full USPTO retrosynthesis dataset with 1.9M reactions from patents (1976-2016). Task: Predict the reactants needed to synthesize the given product. (1) The reactants are: [CH2:1]([O:3][C:4](=[O:17])[CH:5]([C:15]#[N:16])[C:6]1[C:11]([N+:12]([O-])=O)=[CH:10][CH:9]=[CH:8][N:7]=1)[CH3:2]. Given the product [CH2:1]([O:3][C:4](=[O:17])[CH:5]([C:15]#[N:16])[C:6]1[C:11]([NH2:12])=[CH:10][CH:9]=[CH:8][N:7]=1)[CH3:2], predict the reactants needed to synthesize it. (2) Given the product [CH3:1][O:2][C:3]1[CH:4]=[C:5]2[C:10](=[CH:11][C:12]=1[O:13][CH3:14])[N:9]=[CH:8][N:7]=[C:6]2[O:15][C:16]1[CH:22]=[CH:21][C:19]([NH:20][C:27](=[O:33])[O:26][CH2:24][C:35]2[CH:40]=[CH:39][CH:38]=[CH:37][CH:36]=2)=[CH:18][CH:17]=1, predict the reactants needed to synthesize it. The reactants are: [CH3:1][O:2][C:3]1[CH:4]=[C:5]2[C:10](=[CH:11][C:12]=1[O:13][CH3:14])[N:9]=[CH:8][N:7]=[C:6]2[O:15][C:16]1[CH:22]=[CH:21][C:19]([NH2:20])=[CH:18][CH:17]=1.Cl[C:24](Cl)([O:26][C:27](=[O:33])OC(Cl)(Cl)Cl)Cl.[C:35]1(CO)[CH:40]=[CH:39][CH:38]=[CH:37][CH:36]=1.C(=O)(O)[O-].[Na+].